From a dataset of Merck oncology drug combination screen with 23,052 pairs across 39 cell lines. Regression. Given two drug SMILES strings and cell line genomic features, predict the synergy score measuring deviation from expected non-interaction effect. Drug 1: CCN(CC)CCNC(=O)c1c(C)[nH]c(C=C2C(=O)Nc3ccc(F)cc32)c1C. Drug 2: NC(=O)c1cccc2cn(-c3ccc(C4CCCNC4)cc3)nc12. Cell line: RPMI7951. Synergy scores: synergy=-13.2.